From a dataset of Peptide-MHC class II binding affinity with 134,281 pairs from IEDB. Regression. Given a peptide amino acid sequence and an MHC pseudo amino acid sequence, predict their binding affinity value. This is MHC class II binding data. (1) The peptide sequence is RSRPRRTTRRMDRRT. The MHC is HLA-DPA10201-DPB11401 with pseudo-sequence HLA-DPA10201-DPB11401. The binding affinity (normalized) is 0.114. (2) The peptide sequence is SVKEDLVAYGGSWKL. The MHC is DRB1_1301 with pseudo-sequence DRB1_1301. The binding affinity (normalized) is 0.442. (3) The peptide sequence is INEFTAAAIAYGLDR. The MHC is HLA-DQA10501-DQB10301 with pseudo-sequence HLA-DQA10501-DQB10301. The binding affinity (normalized) is 0.700. (4) The peptide sequence is IKLVKSSRPDCSEIP. The binding affinity (normalized) is 0.0309. The MHC is DRB5_0101 with pseudo-sequence DRB5_0101. (5) The peptide sequence is MKSSWGAIWRIDPKK. The MHC is DRB3_0101 with pseudo-sequence DRB3_0101. The binding affinity (normalized) is 0.572. (6) The peptide sequence is AFAVAATAANAAPAN. The MHC is HLA-DPA10103-DPB10301 with pseudo-sequence HLA-DPA10103-DPB10301. The binding affinity (normalized) is 0.311. (7) The peptide sequence is INEPTAAAIAYGKDR. The MHC is HLA-DQA10102-DQB10602 with pseudo-sequence HLA-DQA10102-DQB10602. The binding affinity (normalized) is 0.570.